This data is from Forward reaction prediction with 1.9M reactions from USPTO patents (1976-2016). The task is: Predict the product of the given reaction. (1) Given the reactants [N+:1]([C:4]1[CH:8]=[N:7][NH:6][C:5]=1[NH2:9])([O-:3])=[O:2].CN(C)[CH:12]=[CH:13][C:14]([C:16]1[CH:17]=[C:18]([N:22]([CH2:27][CH3:28])[S:23]([CH3:26])(=[O:25])=[O:24])[CH:19]=[CH:20][CH:21]=1)=O.C(OCC)(=O)C, predict the reaction product. The product is: [CH2:27]([N:22]([C:18]1[CH:19]=[CH:20][CH:21]=[C:16]([C:14]2[N:6]3[N:7]=[CH:8][C:4]([N+:1]([O-:3])=[O:2])=[C:5]3[N:9]=[CH:12][CH:13]=2)[CH:17]=1)[S:23]([CH3:26])(=[O:24])=[O:25])[CH3:28]. (2) Given the reactants O[CH2:2][CH2:3][CH2:4][CH2:5][CH2:6][CH2:7][CH2:8][CH2:9][CH2:10][CH2:11][CH2:12][CH2:13][CH2:14][CH2:15][CH2:16][C:17]([OH:19])=[O:18].[BrH:20], predict the reaction product. The product is: [Br:20][CH2:2][CH2:3][CH2:4][CH2:5][CH2:6][CH2:7][CH2:8][CH2:9][CH2:10][CH2:11][CH2:12][CH2:13][CH2:14][CH2:15][CH2:16][C:17]([OH:19])=[O:18]. (3) Given the reactants [F-].C([N+](CCCC)(CCCC)CCCC)CCC.C(N)CN.[CH3:23][C:24]1[N:29]=[C:28]([C@H:30]2[CH2:34][CH2:33][C@@:32]3([CH2:38][CH2:37][N:36](COCC[Si](C)(C)C)[C:35]3=[O:47])[NH:31]2)[CH:27]=[C:26]([C:48]2[CH:53]=[CH:52][C:51]([C:54]([F:57])([F:56])[F:55])=[CH:50][CH:49]=2)[CH:25]=1.[ClH:58].CCOCC, predict the reaction product. The product is: [ClH:58].[CH3:23][C:24]1[N:29]=[C:28]([C@H:30]2[CH2:34][CH2:33][C@@:32]3([CH2:38][CH2:37][NH:36][C:35]3=[O:47])[NH:31]2)[CH:27]=[C:26]([C:48]2[CH:53]=[CH:52][C:51]([C:54]([F:57])([F:55])[F:56])=[CH:50][CH:49]=2)[CH:25]=1. (4) Given the reactants [C:1](OC(=O)C)(=[O:3])[CH3:2].[CH3:8][C:9]1([CH3:31])[CH2:18][C:17]2[C:12](=[C:13]3[CH2:22][C:21]([CH3:24])([CH3:23])[O:20][C:14]3=[C:15]([NH2:19])[CH:16]=2)[C:11]([C:25]2[CH:30]=[CH:29][CH:28]=[CH:27][CH:26]=2)=[N:10]1.C(=O)([O-])O.[Na+], predict the reaction product. The product is: [CH3:8][C:9]1([CH3:31])[CH2:18][C:17]2[C:12](=[C:13]3[CH2:22][C:21]([CH3:23])([CH3:24])[O:20][C:14]3=[C:15]([NH:19][C:1](=[O:3])[CH3:2])[CH:16]=2)[C:11]([C:25]2[CH:26]=[CH:27][CH:28]=[CH:29][CH:30]=2)=[N:10]1. (5) Given the reactants S([C:5]1[CH:11]=[CH:10][C:8](C)=[CH:7][CH:6]=1)(O)(=O)=O.[CH3:12][N:13]([CH3:30])[C:14]([C:16]1[NH:17][C:18]2[C:23]([CH:24]=1)=[CH:22][C:21]([NH:25][C:26]([NH2:28])=[NH:27])=[CH:20][C:19]=2[CH3:29])=[O:15].C[O-].[Na+], predict the reaction product. The product is: [CH3:12][N:13]([CH3:30])[C:14]([C:16]1[NH:17][C:18]2[C:23]([CH:24]=1)=[CH:22][C:21]([NH:25][C:26]1[N:28]=[C:7]([C:8]3[N:27]=[CH:26][N:25]([CH3:21])[C:10]=3[CH3:11])[CH:6]=[CH:5][N:27]=1)=[CH:20][C:19]=2[CH3:29])=[O:15]. (6) The product is: [CH3:18][CH2:17][CH2:16][CH:15]1[O:20][O:7][C:11]1([C:12]([O:5][C:1]([CH3:2])([CH3:3])[CH3:4])=[O:13])[CH2:9][CH3:10]. Given the reactants [C:1]([O:5]O)([CH3:4])([CH3:3])[CH3:2].[OH-:7].[K+].[CH2:9]([CH:11]([CH2:15][CH2:16][CH2:17][CH3:18])[C:12](Cl)=[O:13])[CH3:10].Cl.[OH2:20], predict the reaction product. (7) Given the reactants C(O[C:4]([C:6]1[CH:11]=[CH:10][CH:9]=[CH:8][C:7]=1B(O)O)=[O:5])C.Br[C:16]1[CH:22]=[CH:21][C:20]([F:23])=[CH:19][C:17]=1[NH2:18].C([O-])(=O)C.[Na+].C(=O)([O-])[O-].[Na+].[Na+], predict the reaction product. The product is: [F:23][C:20]1[CH:21]=[CH:22][C:16]2[C:17]([CH:19]=1)=[N:18][C:4]([OH:5])=[C:6]1[C:7]=2[CH:8]=[CH:9][CH:10]=[CH:11]1. (8) The product is: [C:1]([C:5]1[N:10]=[C:9]([O:11][C:12]2[C:13]([CH3:20])=[CH:14][C:15]([CH3:19])=[CH:16][C:17]=2[CH3:18])[C:8]([C:21]([NH:23][S:24]([C:27]2[C:28](=[O:33])[NH:29][CH:30]=[CH:31][CH:32]=2)(=[O:26])=[O:25])=[O:22])=[CH:7][CH:6]=1)([CH3:4])([CH3:2])[CH3:3]. Given the reactants [C:1]([C:5]1[N:10]=[C:9]([O:11][C:12]2[C:17]([CH3:18])=[CH:16][C:15]([CH3:19])=[CH:14][C:13]=2[CH3:20])[C:8]([C:21]([NH:23][S:24]([C:27]2[C:28]([O:33]C)=[N:29][CH:30]=[CH:31][CH:32]=2)(=[O:26])=[O:25])=[O:22])=[CH:7][CH:6]=1)([CH3:4])([CH3:3])[CH3:2].Cl, predict the reaction product. (9) Given the reactants [CH:1]1(Br)[CH2:3][CH2:2]1.[Li]C(C)(C)C.[CH3:10][CH:11]([CH3:27])[C@H:12](/[N:19]=[CH:20]/[C:21]1[CH:26]=[CH:25][CH:24]=[CH:23][CH:22]=1)[CH2:13][O:14][Si:15]([CH3:18])([CH3:17])[CH3:16].Cl, predict the reaction product. The product is: [CH:1]1([C@@H:20]([C:21]2[CH:22]=[CH:23][CH:24]=[CH:25][CH:26]=2)[NH:19][C@@H:12]([CH:11]([CH3:27])[CH3:10])[CH2:13][O:14][Si:15]([CH3:16])([CH3:17])[CH3:18])[CH2:3][CH2:2]1.